Dataset: Forward reaction prediction with 1.9M reactions from USPTO patents (1976-2016). Task: Predict the product of the given reaction. (1) Given the reactants [NH2:1][C:2]1[C:3]2[N:4]([C:8]([C@@H:26]3[CH2:30][CH2:29][CH2:28][NH:27]3)=[N:9][C:10]=2[C:11]2[CH:25]=[CH:24][C:14]([C:15]([NH:17][C:18]3[CH:23]=[CH:22][CH:21]=[CH:20][N:19]=3)=[O:16])=[CH:13][CH:12]=2)[CH:5]=[CH:6][N:7]=1.[CH:31]1([C:34]#[C:35][C:36](O)=[O:37])[CH2:33][CH2:32]1, predict the reaction product. The product is: [NH2:1][C:2]1[C:3]2[N:4]([C:8]([C@@H:26]3[CH2:30][CH2:29][CH2:28][N:27]3[C:36](=[O:37])[C:35]#[C:34][CH:31]3[CH2:33][CH2:32]3)=[N:9][C:10]=2[C:11]2[CH:25]=[CH:24][C:14]([C:15]([NH:17][C:18]3[CH:23]=[CH:22][CH:21]=[CH:20][N:19]=3)=[O:16])=[CH:13][CH:12]=2)[CH:5]=[CH:6][N:7]=1. (2) The product is: [C:1]([O:5][C:6](=[O:31])[NH:7][C:8]1[C:21]2[CH2:20][C:19]3[C:14](=[CH:15][CH:16]=[CH:17][CH:18]=3)[S:13][C:12]=2[C:11]([C:33]2[O:34][C:35]([N:40]3[CH2:41][CH2:42][O:43][CH2:44][CH2:45]3)=[CH:36][C:37](=[O:39])[CH:38]=2)=[CH:10][CH:9]=1)([CH3:2])([CH3:3])[CH3:4]. Given the reactants [C:1]([O:5][C:6](=[O:31])[NH:7][C:8]1[C:21]2[CH2:20][C:19]3[C:14](=[CH:15][CH:16]=[CH:17][CH:18]=3)[S:13][C:12]=2[C:11](B2OC(C)(C)C(C)(C)O2)=[CH:10][CH:9]=1)([CH3:4])([CH3:3])[CH3:2].Cl[C:33]1[O:34][C:35]([N:40]2[CH2:45][CH2:44][O:43][CH2:42][CH2:41]2)=[CH:36][C:37](=[O:39])[CH:38]=1.C([O-])([O-])=O.[K+].[K+], predict the reaction product. (3) Given the reactants [OH:1][C:2]([CH2:12][C:13]1[C:21]2[C:16](=[CH:17][CH:18]=[CH:19][CH:20]=2)[NH:15][CH:14]=1)([C:9]([OH:11])=[O:10])[CH2:3][C:4](=O)[C:5]([OH:7])=[O:6].N1C2C(=CC=CC=2)C(CC(=O)C(O)=O)=C1.[OH:37][NH2:38].[OH-].[Na+].Cl, predict the reaction product. The product is: [OH:1][C:2]([CH2:12][C:13]1[C:21]2[C:16](=[CH:17][CH:18]=[CH:19][CH:20]=2)[NH:15][CH:14]=1)([C:9]([OH:11])=[O:10])[CH2:3][C:4](=[N:38][OH:37])[C:5]([OH:7])=[O:6]. (4) Given the reactants [CH3:1][C:2]1([CH3:28])[C:6]([CH3:8])([CH3:7])[O:5][B:4]([C:9]2[CH:14]=[CH:13][C:12]([CH:15]3[CH2:20][CH2:19][N:18](C(OC(C)(C)C)=O)[CH2:17][CH2:16]3)=[CH:11][CH:10]=2)[O:3]1.[ClH:29].CC(=O)OCC, predict the reaction product. The product is: [ClH:29].[CH3:7][C:6]1([CH3:8])[C:2]([CH3:1])([CH3:28])[O:3][B:4]([C:9]2[CH:14]=[CH:13][C:12]([CH:15]3[CH2:20][CH2:19][NH:18][CH2:17][CH2:16]3)=[CH:11][CH:10]=2)[O:5]1.